This data is from Forward reaction prediction with 1.9M reactions from USPTO patents (1976-2016). The task is: Predict the product of the given reaction. (1) Given the reactants [CH:1]([C:3]1[CH:18]=[CH:17][C:6]([O:7][C:8]2[N:9]=[CH:10][C:11]([C:14]([NH2:16])=[O:15])=[N:12][CH:13]=2)=[C:5]([O:19][CH3:20])[CH:4]=1)=O.[CH3:21][C:22]([CH3:28])([CH3:27])[CH2:23][CH2:24][CH2:25][NH2:26].[BH4-].[Na+], predict the reaction product. The product is: [CH3:21][C:22]([CH3:28])([CH3:27])[CH2:23][CH2:24][CH2:25][NH:26][CH2:1][C:3]1[CH:18]=[CH:17][C:6]([O:7][C:8]2[N:9]=[CH:10][C:11]([C:14]([NH2:16])=[O:15])=[N:12][CH:13]=2)=[C:5]([O:19][CH3:20])[CH:4]=1. (2) Given the reactants Br[C:2]1[CH:3]=[C:4]([C:15]2([C:19]([O:21][CH2:22][CH3:23])=[O:20])[CH2:18][CH2:17][CH2:16]2)[CH:5]=[C:6]([Cl:14])[C:7]=1[O:8][CH2:9][C:10]([F:13])([F:12])[F:11].[CH3:24][C:25]1[CH:30]=[CH:29][C:28](B(O)O)=[CH:27][CH:26]=1.[F-].[Cs+], predict the reaction product. The product is: [Cl:14][C:6]1[CH:5]=[C:4]([C:15]2([C:19]([O:21][CH2:22][CH3:23])=[O:20])[CH2:18][CH2:17][CH2:16]2)[CH:3]=[C:2]([C:28]2[CH:29]=[CH:30][C:25]([CH3:24])=[CH:26][CH:27]=2)[C:7]=1[O:8][CH2:9][C:10]([F:13])([F:12])[F:11]. (3) The product is: [CH2:11]([C:14]1[C:21]([Cl:22])=[CH:20][C:17]([C:18](=[N:2][OH:3])[NH2:19])=[C:16]([Cl:23])[CH:15]=1)[CH:12]=[CH2:13]. Given the reactants Cl.[NH2:2][OH:3].C(N(CC)CC)C.[CH2:11]([C:14]1[C:21]([Cl:22])=[CH:20][C:17]([C:18]#[N:19])=[C:16]([Cl:23])[CH:15]=1)[CH:12]=[CH2:13], predict the reaction product. (4) Given the reactants [CH3:1][C:2]1[CH:7]=[C:6]([CH3:8])[CH:5]=[C:4]([CH3:9])[C:3]=1[N:10]=[C:11]=[O:12].[NH2:13][C:14]1[CH:15]=[C:16]([C:32]2[CH:37]=[CH:36][C:35]([O:38][CH3:39])=[CH:34][CH:33]=2)[CH:17]=[CH:18][C:19]=1[C:20]([NH:22][C@H:23]([C:28]([O:30][CH3:31])=[O:29])[CH2:24][CH2:25][CH2:26][CH3:27])=[O:21].CCCCCC.C(OCC)(=O)C, predict the reaction product. The product is: [CH3:39][O:38][C:35]1[CH:34]=[CH:33][C:32]([C:16]2[CH:17]=[CH:18][C:19]([C:20]([NH:22][C@H:23]([C:28]([O:30][CH3:31])=[O:29])[CH2:24][CH2:25][CH2:26][CH3:27])=[O:21])=[C:14]([NH:13][C:11]([NH:10][C:3]3[C:2]([CH3:1])=[CH:7][C:6]([CH3:8])=[CH:5][C:4]=3[CH3:9])=[O:12])[CH:15]=2)=[CH:37][CH:36]=1. (5) Given the reactants [NH2:1][CH2:2][C@@H:3]([OH:20])[CH2:4][N:5]1[CH2:10][CH2:9][CH:8]([O:11][C:12]2[CH:17]=[CH:16][C:15]([Cl:18])=[C:14]([Cl:19])[CH:13]=2)[CH2:7][CH2:6]1.[CH3:21][S:22]([C:25]1[S:29][C:28]([C:30](O)=[O:31])=[CH:27][CH:26]=1)(=[O:24])=[O:23], predict the reaction product. The product is: [Cl:19][C:14]1[CH:13]=[C:12]([CH:17]=[CH:16][C:15]=1[Cl:18])[O:11][CH:8]1[CH2:9][CH2:10][N:5]([CH2:4][C@H:3]([OH:20])[CH2:2][NH:1][C:30]([C:28]2[S:29][C:25]([S:22]([CH3:21])(=[O:24])=[O:23])=[CH:26][CH:27]=2)=[O:31])[CH2:6][CH2:7]1. (6) Given the reactants [O:1]=[C:2]1[CH:25]=[C:24]([CH:26]2[CH2:31][CH2:30][N:29](C(OC(C)(C)C)=O)[CH2:28][CH2:27]2)[N:5]2[N:6]=[C:7]3[C:12]([C:11]([C:13]4[CH:18]=[CH:17][CH:16]=[CH:15][C:14]=4[O:19][C:20]([F:23])([F:22])[F:21])=[CH:10][CH:9]=[CH:8]3)=[C:4]2[NH:3]1.[ClH:39], predict the reaction product. The product is: [ClH:39].[NH:29]1[CH2:30][CH2:31][CH:26]([C:24]2[N:5]3[N:6]=[C:7]4[C:12]([C:11]([C:13]5[CH:18]=[CH:17][CH:16]=[CH:15][C:14]=5[O:19][C:20]([F:21])([F:22])[F:23])=[CH:10][CH:9]=[CH:8]4)=[C:4]3[NH:3][C:2](=[O:1])[CH:25]=2)[CH2:27][CH2:28]1.